Dataset: Reaction yield outcomes from USPTO patents with 853,638 reactions. Task: Predict the reaction yield, written as a fraction of the theoretical maximum amount of product (1.0 means a 100% yield; for example, 0.34 means a 34% yield). (1) The reactants are [NH2:1][C:2]1[N:7]2[CH2:8][C:9](=O)[N:10]=[C:6]2[C:5]([C:12]([O:14][CH2:15][CH3:16])=[O:13])=[CH:4][C:3]=1[Cl:17].P(Cl)(Cl)([Cl:20])=O. No catalyst specified. The product is [NH2:1][C:2]1[N:7]2[CH:8]=[C:9]([Cl:20])[N:10]=[C:6]2[C:5]([C:12]([O:14][CH2:15][CH3:16])=[O:13])=[CH:4][C:3]=1[Cl:17]. The yield is 0.720. (2) The reactants are [CH2:1]([C@@H:3]1[CH2:7][O:6][C:5]([C:8]2[NH:12][C:11]([C:13]3[CH:14]=[C:15]([CH:27]=[C:28]([O:30][C@@H:31]([CH3:35])[CH2:32][O:33]C)[CH:29]=3)[O:16][C:17]3[CH:22]=[N:21][C:20]([S:23]([CH3:26])(=[O:25])=[O:24])=[CH:19][N:18]=3)=[CH:10][CH:9]=2)=[N:4]1)[CH3:2].B(Br)(Br)Br.[OH-].[Na+]. The catalyst is C(Cl)Cl. The product is [CH2:1]([C@@H:3]1[CH2:7][O:6][C:5]([C:8]2[NH:12][C:11]([C:13]3[CH:29]=[C:28]([CH:27]=[C:15]([O:16][C:17]4[CH:22]=[N:21][C:20]([S:23]([CH3:26])(=[O:25])=[O:24])=[CH:19][N:18]=4)[CH:14]=3)[O:30][C@@H:31]([CH3:35])[CH2:32][OH:33])=[CH:10][CH:9]=2)=[N:4]1)[CH3:2]. The yield is 0.800. (3) The reactants are [NH2:1][CH:2]1[CH2:7][CH2:6][N:5]([CH2:8][CH2:9][N:10]2[C:19]3[C:14](=[CH:15][C:16]([O:22][CH3:23])=[C:17]([O:20][CH3:21])[CH:18]=3)[N:13]=[CH:12][C:11]2=[O:24])[CH2:4][CH2:3]1.[O:25]=[C:26]1[CH2:31][O:30][C:29]2[CH:32]=[CH:33][C:34]([CH:36]=O)=[N:35][C:28]=2[NH:27]1.C(O[BH-](OC(=O)C)OC(=O)C)(=O)C.[Na+]. No catalyst specified. The product is [CH3:23][O:22][C:16]1[CH:15]=[C:14]2[C:19](=[CH:18][C:17]=1[O:20][CH3:21])[N:10]([CH2:9][CH2:8][N:5]1[CH2:6][CH2:7][CH:2]([NH:1][CH2:36][C:34]3[CH:33]=[CH:32][C:29]4[O:30][CH2:31][C:26](=[O:25])[NH:27][C:28]=4[N:35]=3)[CH2:3][CH2:4]1)[C:11](=[O:24])[CH:12]=[N:13]2. The yield is 0.680. (4) The product is [CH3:14][O:15][C:16]1[CH:17]=[C:18]([NH:24][C:25]([S:26][CH3:8])=[C:5]([S:2]([CH3:1])(=[O:4])=[O:3])[C:6]#[N:7])[CH:19]=[C:20]([O:22][CH3:23])[CH:21]=1. The catalyst is CC(C)=O. The reactants are [CH3:1][S:2]([CH2:5][C:6]#[N:7])(=[O:4])=[O:3].[C:8](=O)([O-])[O-].[K+].[K+].[CH3:14][O:15][C:16]1[CH:17]=[C:18]([N:24]=[C:25]=[S:26])[CH:19]=[C:20]([O:22][CH3:23])[CH:21]=1.CI. The yield is 0.480. (5) The yield is 0.930. The reactants are [F:1][C:2]1([F:17])[CH2:16][CH2:15][C:5]2([CH2:9][NH:8][C@H:7]([C:10]([O:12]CC)=[O:11])[CH2:6]2)[CH2:4][CH2:3]1.CN(C(ON1N=NC2C=CC=NC1=2)=[N+](C)C)C.F[P-](F)(F)(F)(F)F.[CH3:42][O:43][C:44]([NH:46][C@H:47]([C:51](O)=[O:52])[CH:48]([CH3:50])[CH3:49])=[O:45].C(N(CC)CC)C. The product is [F:17][C:2]1([F:1])[CH2:3][CH2:4][C:5]2([CH2:9][N:8]([C:51](=[O:52])[C@H:47]([CH:48]([CH3:49])[CH3:50])[NH:46][C:44]([O:43][CH3:42])=[O:45])[C@H:7]([C:10]([OH:12])=[O:11])[CH2:6]2)[CH2:15][CH2:16]1. The catalyst is C(Cl)Cl. (6) The reactants are [CH3:1][C:2]([CH3:31])([CH:12]([OH:30])[C:13]1[CH:18]=[CH:17][N:16]=[C:15]([C:19]2[S:20][C:21]3[CH:29]=[CH:28][CH:27]=[CH:26][C:22]=3[C:23](=[O:25])[N:24]=2)[CH:14]=1)[C:3]([O:5]CC[Si](C)(C)C)=[O:4].[F-].C([N+](CCCC)(CCCC)CCCC)CCC. The catalyst is O1CCCC1. The product is [CH3:1][C:2]([CH3:31])([CH:12]([OH:30])[C:13]1[CH:18]=[CH:17][N:16]=[C:15]([C:19]2[S:20][C:21]3[CH:29]=[CH:28][CH:27]=[CH:26][C:22]=3[C:23](=[O:25])[N:24]=2)[CH:14]=1)[C:3]([OH:5])=[O:4]. The yield is 0.510. (7) The reactants are [NH2:1][C:2]1[N:3]=[N+:4]([O-:13])[C:5]2[CH:11]=[C:10]([OH:12])[CH:9]=[CH:8][C:6]=2[N:7]=1.C([O-])([O-])=O.[K+].[K+].[Br:20][CH2:21][CH2:22]Br. The catalyst is CN(C=O)C. The product is [Br:20][CH2:21][CH2:22][O:12][C:10]1[CH:9]=[CH:8][C:6]2[N:7]=[C:2]([NH2:1])[N:3]=[N+:4]([O-:13])[C:5]=2[CH:11]=1. The yield is 0.490. (8) The reactants are [CH:1]([N:14]1[CH2:17][CH:16](OS(C)(=O)=O)[CH2:15]1)([C:8]1[CH:13]=[CH:12][CH:11]=[CH:10][CH:9]=1)[C:2]1[CH:7]=[CH:6][CH:5]=[CH:4][CH:3]=1.O.[C-:24]#[N:25].[Na+].C(=O)([O-])[O-].[Na+].[Na+]. The catalyst is CN(C)C=O.C(OCC)(=O)C. The product is [CH:1]([N:14]1[CH2:17][CH:16]([C:24]#[N:25])[CH2:15]1)([C:8]1[CH:13]=[CH:12][CH:11]=[CH:10][CH:9]=1)[C:2]1[CH:7]=[CH:6][CH:5]=[CH:4][CH:3]=1. The yield is 0.923. (9) The reactants are [CH2:1]1[O:5][C:4]2[CH:6]=[C:7](O)[CH:8]=[CH:9][C:3]=2[O:2]1.[H-].[Na+].Br[CH2:14][CH2:15][CH2:16][CH2:17][CH2:18][CH2:19][CH2:20][CH3:21].CN(C=[O:26])C. No catalyst specified. The product is [CH2:14]([O:26][C:6]1[C:4]2[O:5][CH2:1][O:2][C:3]=2[CH:9]=[CH:8][CH:7]=1)[CH2:15][CH2:16][CH2:17][CH2:18][CH2:19][CH2:20][CH3:21]. The yield is 1.00.